From a dataset of Experimentally validated miRNA-target interactions with 360,000+ pairs, plus equal number of negative samples. Binary Classification. Given a miRNA mature sequence and a target amino acid sequence, predict their likelihood of interaction. (1) The miRNA is hsa-miR-6729-5p with sequence UGGGCGAGGGCGGCUGAGCGGC. The protein sequence of the target gene is MANSTGKAPPDERRKGLAFLDELRQFHHSRGSPFKKIPAVGGKELDLHGLYTRVTTLGGFAKVSEKNQWGEIVEEFNFPRSCSNAAFALKQYYLRYLEKYEKVHHFGEDDDEVPPGNPKPQLPIGAIPSSYNYQQHSVSDYLRQSYGLSMDFNSPNDYNKLVLSLLSGLPNEVDFAINVCTLLSNESKHVMQLEKDPKIITLLLANAGVFDDTLGSFSSVFGEEWREKTDRDFVKFWKDIVDDNEVRDLISDRNKAHEDTPGEWIWESLFHPPRKLGINDIEGQRVLQIAVILRNLSFEE.... Result: 0 (no interaction). (2) The miRNA is hsa-miR-22-3p with sequence AAGCUGCCAGUUGAAGAACUGU. The protein sequence of the target gene is MPGLGRRAQWLCWWWGLLCSCCGPPPLRPPLPAAAAAAAGGQLLGDGGSPGRTEQPPPSPQSSSGFLYRRLKTQEKREMQKEILSVLGLPHRPRPLHGLQQPQPPALRQQEEQQQQQQLPRGEPPPGRLKSAPLFMLDLYNALSADNDEDGASEGERQQSWPHEAASSSQRRQPPPGAAHPLNRKSLLAPGSGSGGASPLTSAQDSAFLNDADMVMSFVNLVEYDKEFSPRQRHHKEFKFNLSQIPEGEVVTAAEFRIYKDCVMGSFKNQTFLISIYQVLQEHQHRDSDLFLLDTRVVWA.... Result: 1 (interaction). (3) The miRNA is hsa-miR-6867-5p with sequence UGUGUGUGUAGAGGAAGAAGGGA. The protein sequence of the target gene is MPGKHQHFQEPEVGCCGKYFLFGFNIVFWVLGALFLAIGLWAWGEKGVLSNISALTDLGGLDPVWLFVVVGGVMSVLGFAGCIGALRENTFLLKFFSVFLGLIFFLELATGILAFVFKDWIRDQLNLFINNNVKAYRDDIDLQNLIDFAQEYWSCCGARGPNDWNLNIYFNCTDLNPSRERCGVPFSCCVRDPAEDVLNTQCGYDVRLKLELEQQGFIHTKGCVGQFEKWLQDNLIVVAGVFMGIALLQIFGICLAQNLVSDIKAVKANW. Result: 0 (no interaction).